From a dataset of Peptide-MHC class I binding affinity with 185,985 pairs from IEDB/IMGT. Regression. Given a peptide amino acid sequence and an MHC pseudo amino acid sequence, predict their binding affinity value. This is MHC class I binding data. (1) The MHC is H-2-Dd with pseudo-sequence H-2-Dd. The peptide sequence is FALISFLLL. The binding affinity (normalized) is 0.0278. (2) The binding affinity (normalized) is 0.118. The MHC is HLA-A01:01 with pseudo-sequence HLA-A01:01. The peptide sequence is GEKSRCYSIY.